This data is from Forward reaction prediction with 1.9M reactions from USPTO patents (1976-2016). The task is: Predict the product of the given reaction. (1) Given the reactants Br[C:2]1[CH:7]=[C:6]([Br:8])[CH:5]=[C:4]([Br:9])[CH:3]=1.CCCCCC.C([Li])CCC.[F:21][C:22]([F:30])([F:29])[C:23]([C:25]([F:28])([F:27])[F:26])=[O:24], predict the reaction product. The product is: [F:21][C:22]([F:30])([F:29])[C:23]([C:2]1[CH:7]=[C:6]([Br:8])[CH:5]=[C:4]([Br:9])[CH:3]=1)([OH:24])[C:25]([F:28])([F:27])[F:26]. (2) Given the reactants C(OC([N:8]1[CH2:13][CH2:12][C:11]([F:23])([C:14](=[O:22])[C:15]2[CH:20]=[CH:19][C:18]([F:21])=[CH:17][CH:16]=2)[CH2:10][CH2:9]1)=O)(C)(C)C.FC(F)(F)C(O)=O.C([O-])(O)=O.[Na+], predict the reaction product. The product is: [F:23][C:11]1([C:14](=[O:22])[C:15]2[CH:20]=[CH:19][C:18]([F:21])=[CH:17][CH:16]=2)[CH2:10][CH2:9][NH:8][CH2:13][CH2:12]1. (3) Given the reactants [CH3:1][O:2][C:3]1[CH:8]=[CH:7][C:6]([O:9][CH3:10])=[CH:5][C:4]=1[S:11][C:12]1[NH:13][C:14]2[C:19]([N:20]=1)=[C:18]([NH2:21])[N:17]=[CH:16][N:15]=2.Br[CH2:23][CH2:24][C:25]1[CH:30]=[CH:29][CH:28]=[C:27]([O:31][C:32]([F:35])([F:34])[F:33])[CH:26]=1, predict the reaction product. The product is: [CH3:1][O:2][C:3]1[CH:8]=[CH:7][C:6]([O:9][CH3:10])=[CH:5][C:4]=1[S:11][C:12]1[N:13]([CH2:23][CH2:24][C:25]2[CH:30]=[CH:29][CH:28]=[C:27]([O:31][C:32]([F:33])([F:34])[F:35])[CH:26]=2)[C:14]2[C:19]([N:20]=1)=[C:18]([NH2:21])[N:17]=[CH:16][N:15]=2. (4) Given the reactants Cl.[NH:2]1[CH2:7][CH2:6][CH:5]([NH:8][C:9]([C:11]2[C:15]3[N:16]=[CH:17][N:18]=[C:19]([C:20]4[C:28]5[O:27][CH2:26][O:25][C:24]=5[CH:23]=[CH:22][C:21]=4[O:29][CH2:30][CH:31]4[CH2:34][CH2:33][CH2:32]4)[C:14]=3[NH:13][CH:12]=2)=[O:10])[CH2:4][CH2:3]1.Cl[C:36]([O:38][CH2:39][CH3:40])=[O:37], predict the reaction product. The product is: [CH2:39]([O:38][C:36]([N:2]1[CH2:7][CH2:6][CH:5]([NH:8][C:9]([C:11]2[C:15]3[N:16]=[CH:17][N:18]=[C:19]([C:20]4[C:28]5[O:27][CH2:26][O:25][C:24]=5[CH:23]=[CH:22][C:21]=4[O:29][CH2:30][CH:31]4[CH2:32][CH2:33][CH2:34]4)[C:14]=3[NH:13][CH:12]=2)=[O:10])[CH2:4][CH2:3]1)=[O:37])[CH3:40]. (5) The product is: [NH2:23][CH:14]([C:12]1[O:13][C:9]([C:7]2[CH:8]=[C:3]([N:4]([CH3:5])[CH2:3][CH:8]3[CH2:7][CH:40]3[CH3:42])[N:4]=[C:5]([N:31]([CH3:36])[S:32]([CH3:35])(=[O:33])=[O:34])[CH:6]=2)=[N:10][N:11]=1)[CH3:22]. Given the reactants Cl.Cl[C:3]1[CH:8]=[C:7]([C:9]2[O:13][C:12]([C@@:14]([NH:23]C(=O)OC(C)(C)C)([CH3:22])CC3C=CC=CC=3)=[N:11][N:10]=2)[CH:6]=[C:5]([N:31]([CH3:36])[S:32]([CH3:35])(=[O:34])=[O:33])[N:4]=1.CCO[C:40]([CH3:42])=O, predict the reaction product. (6) Given the reactants [Cl:1][C:2]1[CH:3]=[C:4]2[C:8](=[CH:9][CH:10]=1)[NH:7][CH:6]=[CH:5]2.[H-].[Na+].Cl[CH2:14][C:15]1[C:16]([F:21])=[N:17][CH:18]=[CH:19][CH:20]=1, predict the reaction product. The product is: [Cl:1][C:2]1[CH:3]=[C:4]2[C:8](=[CH:9][CH:10]=1)[N:7]([CH2:14][C:15]1[C:16]([F:21])=[N:17][CH:18]=[CH:19][CH:20]=1)[CH:6]=[CH:5]2. (7) Given the reactants [Br:1][C:2]1[CH:3]=[C:4]([CH:6]=[C:7]([Br:9])[CH:8]=1)[NH2:5].[N+]([C:13]1[CH:14]=C(S([O-])(=O)=O)C=C[CH:18]=1)([O-])=O.[Na+].CS(O)(=O)=O.[Al].OCC(CO)O.[OH-].[Na+], predict the reaction product. The product is: [Br:1][C:2]1[CH:8]=[C:7]([Br:9])[CH:6]=[C:4]2[C:3]=1[CH:18]=[CH:13][CH:14]=[N:5]2.